Dataset: Full USPTO retrosynthesis dataset with 1.9M reactions from patents (1976-2016). Task: Predict the reactants needed to synthesize the given product. Given the product [F:1][C:2](=[C:10]([F:12])[F:11])[CH2:3][CH2:4][CH:5]([OH:9])[CH2:6][CH2:7][S:26][C:25]1[N:21]([C:15]2[CH:20]=[CH:19][CH:18]=[CH:17][CH:16]=2)[N:22]=[N:23][N:24]=1, predict the reactants needed to synthesize it. The reactants are: [F:1][C:2](=[C:10]([F:12])[F:11])[CH2:3][CH2:4][CH:5]([OH:9])[CH2:6][CH2:7]O.[OH-].[Na+].[C:15]1([N:21]2[C:25]([SH:26])=[N:24][N:23]=[N:22]2)[CH:20]=[CH:19][CH:18]=[CH:17][CH:16]=1.O.